Task: Predict the reaction yield, written as a fraction of the theoretical maximum amount of product (1.0 means a 100% yield; for example, 0.34 means a 34% yield).. Dataset: Reaction yield outcomes from USPTO patents with 853,638 reactions (1) The reactants are [CH3:1][O:2][C:3]1[C:4]([C:12]([CH3:14])=[CH2:13])=[N:5][C:6]([N+:9]([O-])=O)=[CH:7][CH:8]=1. The catalyst is C(O)C.[Pd]. The product is [CH:12]([C:4]1[N:5]=[C:6]([NH2:9])[CH:7]=[CH:8][C:3]=1[O:2][CH3:1])([CH3:14])[CH3:13]. The yield is 0.800. (2) The yield is 0.720. The product is [CH3:11][C:7]1[C:3]2[C:4](=[O:6])[O:5][C:12]([CH:13]([CH3:15])[CH3:14])=[N:1][C:2]=2[CH:10]=[CH:9][CH:8]=1. The catalyst is C1COCC1. The reactants are [NH2:1][C:2]1[CH:10]=[CH:9][CH:8]=[C:7]([CH3:11])[C:3]=1[C:4]([OH:6])=[O:5].[C:12](Cl)(=O)[CH:13]([CH3:15])[CH3:14].C(N(CC)CC)C. (3) The reactants are [NH2:1][C:2]1[C:3](Cl)=[N:4][CH:5]=[CH:6][C:7]=1[C:8]([O:10][CH3:11])=[O:9].[CH3:13][N:14]1[C:22]2[C:17](=[CH:18][CH:19]=[CH:20][CH:21]=2)[C:16]([C:23](=O)[CH3:24])=[N:15]1.[O-]S([O-])(=O)=O.[Mg+2].C(O)(=O)C.[O-]P([O-])([O-])=O.[K+].[K+].[K+]. The catalyst is CC(N(C)C)=O.CC(C)([P](C(C)(C)C)([Pd][P](C(C)(C)C)(C(C)(C)C)C(C)(C)C)C(C)(C)C)C. The product is [CH3:13][N:14]1[C:22]2[C:17](=[CH:18][CH:19]=[CH:20][CH:21]=2)[C:16]([C:23]2[NH:1][C:2]3[C:3](=[N:4][CH:5]=[CH:6][C:7]=3[C:8]([O:10][CH3:11])=[O:9])[CH:24]=2)=[N:15]1. The yield is 0.120. (4) The reactants are Cl.[CH3:2][C:3]1[C:7]([CH2:8][N:9]2[CH:13]=[C:12]([NH2:14])[CH:11]=[N:10]2)=[C:6]([CH3:15])[O:5][N:4]=1.[N:16]([C:19]1[CH:28]=[CH:27][CH:26]=[CH:25][C:20]=1[C:21](OC)=[O:22])=[C:17]=[O:18].C(N(CC)CC)C. The catalyst is C(#N)C.O. The yield is 0.180. The product is [CH3:2][C:3]1[C:7]([CH2:8][N:9]2[CH:13]=[C:12]([N:14]3[C:21](=[O:22])[C:20]4[C:19](=[CH:28][CH:27]=[CH:26][CH:25]=4)[NH:16][C:17]3=[O:18])[CH:11]=[N:10]2)=[C:6]([CH3:15])[O:5][N:4]=1.